Dataset: Reaction yield outcomes from USPTO patents with 853,638 reactions. Task: Predict the reaction yield, written as a fraction of the theoretical maximum amount of product (1.0 means a 100% yield; for example, 0.34 means a 34% yield). The reactants are [C:1]1([C:7]#[C:8][CH2:9][OH:10])[CH:6]=[CH:5][CH:4]=[CH:3][CH:2]=1.[CH3:11][O:12][C:13]1[CH:18]=[CH:17][C:16]([SH:19])=[CH:15][CH:14]=1.C1(CC(SC2C=CC=CC=2)C(=O)C)C=CC=CC=1. The catalyst is ClCCCl. The product is [CH3:11][O:12][C:13]1[CH:18]=[CH:17][C:16]([S:19][CH:8]([CH2:7][C:1]2[CH:6]=[CH:5][CH:4]=[CH:3][CH:2]=2)[CH:9]=[O:10])=[CH:15][CH:14]=1. The yield is 0.430.